The task is: Predict the product of the given reaction.. This data is from Forward reaction prediction with 1.9M reactions from USPTO patents (1976-2016). (1) Given the reactants [Cl:1][C:2]1[CH:3]=[C:4]2[C:8](=[CH:9][CH:10]=1)[N:7]([CH3:11])[C:6]([C:12]([OH:14])=O)=[C:5]2[CH3:15].C[O:17][C:18](=[O:38])[CH2:19][CH2:20][C:21]1[CH:26]=[CH:25][C:24]([O:27][C:28]2[CH:33]=[C:32]([CH3:34])[CH:31]=[C:30]([CH2:35][NH2:36])[CH:29]=2)=[CH:23][C:22]=1[CH3:37], predict the reaction product. The product is: [Cl:1][C:2]1[CH:3]=[C:4]2[C:8](=[CH:9][CH:10]=1)[N:7]([CH3:11])[C:6]([C:12]([NH:36][CH2:35][C:30]1[CH:29]=[C:28]([CH:33]=[C:32]([CH3:34])[CH:31]=1)[O:27][C:24]1[CH:25]=[CH:26][C:21]([CH2:20][CH2:19][C:18]([OH:38])=[O:17])=[C:22]([CH3:37])[CH:23]=1)=[O:14])=[C:5]2[CH3:15]. (2) Given the reactants [Cl:1][C:2]1[N:7]=[C:6]([C:8]2[CH:9]=[N:10][N:11]([C:13]3([CH2:24][C:25]#[N:26])[CH2:16][N:15](C(OC(C)(C)C)=O)[CH2:14]3)[CH:12]=2)[N:5]2[CH:27]=[CH:28][N:29]=[C:4]2[CH:3]=1.Cl, predict the reaction product. The product is: [ClH:1].[Cl:1][C:2]1[N:7]=[C:6]([C:8]2[CH:9]=[N:10][N:11]([C:13]3([CH2:24][C:25]#[N:26])[CH2:16][NH:15][CH2:14]3)[CH:12]=2)[N:5]2[CH:27]=[CH:28][N:29]=[C:4]2[CH:3]=1. (3) Given the reactants Cl[C:2]1[CH:7]=[C:6]([NH:8][CH:9]2[CH2:11][CH2:10]2)[N:5]2[N:12]=[CH:13][CH:14]=[C:4]2[N:3]=1.[NH2:15][C:16]1[CH:21]=[CH:20][C:19]([OH:22])=[C:18]([Cl:23])[CH:17]=1.Cl, predict the reaction product. The product is: [Cl:23][C:18]1[CH:17]=[C:16]([NH:15][C:2]2[CH:7]=[C:6]([NH:8][CH:9]3[CH2:11][CH2:10]3)[N:5]3[N:12]=[CH:13][CH:14]=[C:4]3[N:3]=2)[CH:21]=[CH:20][C:19]=1[OH:22]. (4) Given the reactants [CH:1](=[C:8]1[NH:12][C:11](=[S:13])[NH:10][C:9]1=[O:14])[C:2]1[CH:7]=[CH:6][CH:5]=[CH:4][CH:3]=1.CO, predict the reaction product. The product is: [CH2:1]([CH:8]1[NH:12][C:11](=[S:13])[NH:10][C:9]1=[O:14])[C:2]1[CH:3]=[CH:4][CH:5]=[CH:6][CH:7]=1.